From a dataset of Reaction yield outcomes from USPTO patents with 853,638 reactions. Predict the reaction yield, written as a fraction of the theoretical maximum amount of product (1.0 means a 100% yield; for example, 0.34 means a 34% yield). (1) The reactants are C([O:5][C:6]([NH:8][C@@H:9]1[CH2:17][C:16]2[C:11](=[CH:12][CH:13]=[CH:14][CH:15]=2)[C@H:10]1[CH2:18][O:19][CH:20]([CH3:24])[C:21]([O-:23])=[O:22])=[O:7])(C)(C)C.N1[C:30]([CH3:31])=[CH:29]C=CC=1C.FC(F)(F)S(O[Si:39]([C:42]([CH3:45])([CH3:44])[CH3:43])([CH3:41])[CH3:40])(=O)=O.[Cl-].[NH4+].[CH2:50](Cl)Cl. No catalyst specified. The product is [Si:39]([O:5][C:6]([NH:8][C@@H:9]1[CH2:17][C:16]2[C:11](=[CH:12][CH:13]=[CH:14][CH:15]=2)[C@H:10]1[CH2:18][O:19][CH:20]([CH3:24])[C:21]([O:23][C:30]([CH3:29])([CH3:31])[CH3:50])=[O:22])=[O:7])([C:42]([CH3:45])([CH3:44])[CH3:43])([CH3:41])[CH3:40]. The yield is 1.00. (2) The reactants are Br[C:2]1[N:3]=[C:4]2[C:10]([CH:11]=[O:12])=[CH:9][N:8]([CH2:13][O:14][CH2:15][CH2:16][Si:17]([CH3:20])([CH3:19])[CH3:18])[C:5]2=[N:6][CH:7]=1.[Cl:21][C:22]1[CH:30]=[CH:29][CH:28]=[C:27]2[C:23]=1[CH2:24][NH:25][C:26]2=[O:31].CNCCNC.C(=O)([O-])[O-].[K+].[K+]. The catalyst is CCOC(C)=O.[Cu]I. The product is [Cl:21][C:22]1[CH:30]=[CH:29][CH:28]=[C:27]2[C:23]=1[CH2:24][N:25]([C:2]1[N:3]=[C:4]3[C:10]([CH:11]=[O:12])=[CH:9][N:8]([CH2:13][O:14][CH2:15][CH2:16][Si:17]([CH3:20])([CH3:19])[CH3:18])[C:5]3=[N:6][CH:7]=1)[C:26]2=[O:31]. The yield is 0.200. (3) The reactants are [Br:1][C:2]1[C:15]2[C:16]3=[C:17]4[C:12](=[CH:13][CH:14]=2)[CH:11]=[CH:10][C:9](Br)=[C:8]4[CH:7]=[CH:6][C:5]3=[CH:4][CH:3]=1.[C:19]1(B(O)O)[C:28]2[C:23](=[CH:24][CH:25]=[CH:26][CH:27]=2)[CH:22]=[CH:21][CH:20]=1.C([O-])([O-])=O.[Na+].[Na+].CCO. The catalyst is [Pd].C1(P(C2C=CC=CC=2)C2C=CC=CC=2)C=CC=CC=1.C1(P(C2C=CC=CC=2)C2C=CC=CC=2)C=CC=CC=1.C1(P(C2C=CC=CC=2)C2C=CC=CC=2)C=CC=CC=1.C1(P(C2C=CC=CC=2)C2C=CC=CC=2)C=CC=CC=1.C1(C)C=CC=CC=1. The product is [Br:1][C:2]1[C:15]2[C:16]3=[C:17]4[C:12](=[CH:13][CH:14]=2)[CH:11]=[CH:10][C:9]([C:27]2[C:28]5[C:23](=[CH:22][CH:21]=[CH:20][CH:19]=5)[CH:24]=[CH:25][CH:26]=2)=[C:8]4[CH:7]=[CH:6][C:5]3=[CH:4][CH:3]=1. The yield is 0.400. (4) The reactants are C(O[C@@H:5]1[CH2:14][C:9]2([CH2:13][CH2:12][CH2:11][CH2:10]2)[C@@H:8]([C:15]([O:17][CH3:18])=[O:16])[C:7]([CH3:19])=[CH:6]1)(=O)C.C1CCN2C(=NCCC2)CC1. The product is [CH3:19][C:7]1[CH:6]=[CH:5][CH2:14][C:9]2([CH2:10][CH2:11][CH2:12][CH2:13]2)[C:8]=1[C:15]([O:17][CH3:18])=[O:16]. The yield is 0.130. The catalyst is Cl. (5) The catalyst is O. The product is [O:12]1[CH2:2][CH:1]1[C:3]1[CH:10]=[CH:9][CH:8]=[CH:7][C:4]=1[C:5]#[N:6]. The reactants are [CH:1]([C:3]1[CH:10]=[CH:9][CH:8]=[CH:7][C:4]=1[C:5]#[N:6])=[CH2:2].C(=O)(O)[O-:12].[Na+].ClCCl.C1C=C(Cl)C=C(C(OO)=O)C=1. The yield is 0.130. (6) The reactants are CS(Cl)(=O)=O.[C:6]([O:10][C:11]([N:13]1[CH2:17][CH2:16][CH2:15][C@H:14]1[CH2:18]O)=[O:12])([CH3:9])([CH3:8])[CH3:7].C(N(CC)CC)C.[NH:27]1[CH2:32][CH2:31][O:30][CH2:29][CH2:28]1. The catalyst is C(Cl)Cl.C1(C)C=CC=CC=1. The product is [C:6]([O:10][C:11]([N:13]1[CH2:17][CH2:16][CH2:15][C@H:14]1[CH2:18][N:27]1[CH2:32][CH2:31][O:30][CH2:29][CH2:28]1)=[O:12])([CH3:7])([CH3:8])[CH3:9]. The yield is 0.400. (7) The reactants are [OH-:1].[K+].[N+:3]([C:6]1[CH:16]=[CH:15][CH:14]=[C:8]2[C:9]([NH:11][C:12](=[O:13])[C:7]=12)=[O:10])([O-:5])=[O:4].Cl. The catalyst is O. The product is [N+:3]([C:6]1[CH:16]=[CH:15][CH:14]=[C:8]([C:9]([OH:1])=[O:10])[C:7]=1[C:12]([NH2:11])=[O:13])([O-:5])=[O:4]. The yield is 0.900.